From a dataset of Peptide-MHC class II binding affinity with 134,281 pairs from IEDB. Regression. Given a peptide amino acid sequence and an MHC pseudo amino acid sequence, predict their binding affinity value. This is MHC class II binding data. The peptide sequence is SAAQRRGRIGRNPNR. The MHC is DRB5_0101 with pseudo-sequence DRB5_0101. The binding affinity (normalized) is 0.479.